Dataset: Full USPTO retrosynthesis dataset with 1.9M reactions from patents (1976-2016). Task: Predict the reactants needed to synthesize the given product. (1) Given the product [NH2:7][C@@H:8]([CH2:30][CH:31]([CH3:33])[CH3:32])[CH2:9][O:10][C:11]1[CH:12]=[CH:13][C:14]2[C:24]3[C:19](=[C:20]([NH:25][C:26](=[O:28])[CH3:27])[N:21]=[CH:22][CH:23]=3)[CH:18]([CH3:29])[O:17][C:15]=2[CH:16]=1, predict the reactants needed to synthesize it. The reactants are: C(OC(=O)[NH:7][C@@H:8]([CH2:30][CH:31]([CH3:33])[CH3:32])[CH2:9][O:10][C:11]1[CH:12]=[CH:13][C:14]2[C:24]3[C:19](=[C:20]([NH:25][C:26](=[O:28])[CH3:27])[N:21]=[CH:22][CH:23]=3)[CH:18]([CH3:29])[O:17][C:15]=2[CH:16]=1)(C)(C)C.C(O)(C(F)(F)F)=O. (2) Given the product [CH3:1][O:2][C:3](=[O:27])[C@@H:4]([N:8]1[C:14](=[O:15])[CH2:13][CH2:12][N:11]([C:16]2[CH:21]=[CH:20][CH:19]=[C:18]([O:22][C:23]([F:26])([F:25])[F:24])[CH:17]=2)[CH2:10][CH2:9]1)[CH2:5][CH2:6][N:34]1[CH2:35][CH2:36][C:31]2([CH2:30][CH2:29]2)[C@H:32]([OH:37])[CH2:33]1, predict the reactants needed to synthesize it. The reactants are: [CH3:1][O:2][C:3](=[O:27])[C@@H:4]([N:8]1[C:14](=[O:15])[CH2:13][CH2:12][N:11]([C:16]2[CH:21]=[CH:20][CH:19]=[C:18]([O:22][C:23]([F:26])([F:25])[F:24])[CH:17]=2)[CH2:10][CH2:9]1)[CH2:5][CH:6]=O.Cl.[CH2:29]1[C:31]2([CH2:36][CH2:35][NH:34][CH2:33][C@H:32]2[OH:37])[CH2:30]1. (3) Given the product [CH3:26][O:25][C:20]1[CH:21]=[CH:22][C:23]([C:4](=[O:5])[CH2:3][CH2:2][C:1]([OH:6])=[O:7])=[CH:24][C:19]=1[CH3:18], predict the reactants needed to synthesize it. The reactants are: [C:1]1(=[O:7])[O:6][C:4](=[O:5])[CH2:3][CH2:2]1.ClC(Cl)C(Cl)Cl.[Al+3].[Cl-].[Cl-].[Cl-].[CH3:18][C:19]1[CH:24]=[CH:23][CH:22]=[CH:21][C:20]=1[O:25][CH3:26].Cl. (4) The reactants are: F[C:2]1[CH:3]=C(C=C(F)[CH:27]=1)C[C@@H]([C@@H](C1COCCN1C(OC(C)(C)C)=O)O)C(O)=O.[Si](O[C@H]([C@H]1C[C@@H](OCCC)CN1C(OC(C)(C)C)=O)[C@@H:38]([NH:48][C:49](=[O:61])[C:50]1[CH:55]=[C:54](C)[CH:53]=[C:52]([C:57]([O:59]C)=[O:58])[CH:51]=1)[CH2:39][C:40]1C=C(F)C=C(F)C=1)(C(C)(C)C)(C)C.BrC1C=C(C=C(C(OC)=O)C=1)C(N[C@@H](CC1C=C(F)C=C(F)C=1)[C@@H]([C@H]1C[C@@H](OCCC)CN1C(OC(C)(C)C)=O)O[Si](C(C)(C)C)(C)C)=O.C(=O)([O-])[O-].[K+].[K+].CB1OB(C)OB(C)O1. Given the product [CH2:27]([N:48]([CH2:38][CH2:39][CH3:40])[C:49]([C:50]1[CH:51]=[C:52]([CH:53]=[CH:54][CH:55]=1)[C:57]([OH:59])=[O:58])=[O:61])[CH2:2][CH3:3], predict the reactants needed to synthesize it.